This data is from Full USPTO retrosynthesis dataset with 1.9M reactions from patents (1976-2016). The task is: Predict the reactants needed to synthesize the given product. (1) Given the product [CH3:1][C:2]1[CH:7]=[C:6]([NH:8][C:9]([C:11]2[C:16]([NH:17][C:18]3[CH:19]=[N:20][CH:21]=[CH:22][C:23]=3[CH3:26])=[CH:15][CH:14]=[C:13]([CH3:24])[N:12]=2)=[O:10])[CH:5]=[CH:4][N:3]=1, predict the reactants needed to synthesize it. The reactants are: [CH3:1][C:2]1[CH:7]=[C:6]([NH:8][C:9]([C:11]2[C:16]([NH:17][C:18]3[CH:19]=[N:20][CH:21]=[CH:22][CH:23]=3)=[CH:15][CH:14]=[C:13]([CH3:24])[N:12]=2)=[O:10])[CH:5]=[CH:4][N:3]=1.Br[C:26]1C=NC=CC=1C.C(=O)([O-])[O-].[Cs+].[Cs+].CC1(C)C2C(=C(P(C3C=CC=CC=3)C3C=CC=CC=3)C=CC=2)OC2C(P(C3C=CC=CC=3)C3C=CC=CC=3)=CC=CC1=2.C(Cl)(Cl)Cl. (2) The reactants are: F[C:2]1[CH:19]=[CH:18][C:5]([O:6][CH2:7][C:8]2[CH:17]=[CH:16][C:15]3[C:10](=[CH:11][CH:12]=[CH:13][CH:14]=3)[N:9]=2)=[CH:4][C:3]=1[N+:20]([O-:22])=[O:21].[NH2:23][CH2:24][C:25]1[CH:32]=[CH:31][C:28]([C:29]#[N:30])=[CH:27][CH:26]=1.CCN(C(C)C)C(C)C.O. Given the product [N+:20]([C:3]1[CH:4]=[C:5]([O:6][CH2:7][C:8]2[CH:17]=[CH:16][C:15]3[C:10](=[CH:11][CH:12]=[CH:13][CH:14]=3)[N:9]=2)[CH:18]=[CH:19][C:2]=1[NH:30][CH2:29][C:28]1[CH:31]=[CH:32][C:25]([C:24]#[N:23])=[CH:26][CH:27]=1)([O-:22])=[O:21], predict the reactants needed to synthesize it. (3) Given the product [CH3:1][CH:2]1[CH2:11][CH:9]([OH:10])[C:5](=[C:6]([CH3:7])[CH3:8])[CH2:4][CH2:3]1, predict the reactants needed to synthesize it. The reactants are: [CH3:1][C@H:2]1[CH2:11][C:9](=[O:10])[C:5](=[C:6]([CH3:8])[CH3:7])[CH2:4][CH2:3]1.CC(O)C.NCCCN.CC(O)C.[OH-].[K+].[H][H]. (4) Given the product [Si:1]([O:18][C@@H:19]1[C@@H:23]2[O:24][C@H:25]3[CH2:49][CH2:48][C@H:47]([CH2:50][CH:51]=[O:52])[O:46][C@@H:26]3[C@H:27]([O:28][Si:29]([C:42]([CH3:43])([CH3:44])[CH3:45])([C:30]3[CH:35]=[CH:34][CH:33]=[CH:32][CH:31]=3)[C:36]3[CH:41]=[CH:40][CH:39]=[CH:38][CH:37]=3)[C@@H:22]2[O:21][C@@H:20]1[CH2:53][CH:54]([O:57][Si:58]([CH2:59][CH3:60])([CH2:63][CH3:64])[CH2:61][CH3:62])[CH:55]=[CH2:56])([C:14]([CH3:16])([CH3:17])[CH3:15])([C:8]1[CH:9]=[CH:10][CH:11]=[CH:12][CH:13]=1)[C:2]1[CH:3]=[CH:4][CH:5]=[CH:6][CH:7]=1, predict the reactants needed to synthesize it. The reactants are: [Si:1]([O:18][C@@H:19]1[C@@H:23]2[O:24][C@H:25]3[CH2:49][CH2:48][C@H:47]([CH2:50][CH2:51][OH:52])[O:46][C@@H:26]3[C@H:27]([O:28][Si:29]([C:42]([CH3:45])([CH3:44])[CH3:43])([C:36]3[CH:41]=[CH:40][CH:39]=[CH:38][CH:37]=3)[C:30]3[CH:35]=[CH:34][CH:33]=[CH:32][CH:31]=3)[C@@H:22]2[O:21][C@@H:20]1[CH2:53][CH:54]([O:57][Si:58]([CH2:63][CH3:64])([CH2:61][CH3:62])[CH2:59][CH3:60])[CH:55]=[CH2:56])([C:14]([CH3:17])([CH3:16])[CH3:15])([C:8]1[CH:13]=[CH:12][CH:11]=[CH:10][CH:9]=1)[C:2]1[CH:7]=[CH:6][CH:5]=[CH:4][CH:3]=1.ClCCl.C(=O)(O)[O-].[Na+].CC(OI1(OC(C)=O)(OC(C)=O)OC(=O)C2C=CC=CC1=2)=O.S([O-])([O-])(=O)=S.[Na+].[Na+].